Dataset: NCI-60 drug combinations with 297,098 pairs across 59 cell lines. Task: Regression. Given two drug SMILES strings and cell line genomic features, predict the synergy score measuring deviation from expected non-interaction effect. (1) Drug 1: CCC1=C2CN3C(=CC4=C(C3=O)COC(=O)C4(CC)O)C2=NC5=C1C=C(C=C5)O. Drug 2: C1CC(=O)NC(=O)C1N2C(=O)C3=CC=CC=C3C2=O. Cell line: SF-295. Synergy scores: CSS=3.67, Synergy_ZIP=2.32, Synergy_Bliss=6.49, Synergy_Loewe=-6.96, Synergy_HSA=3.71. (2) Drug 2: CC(C1=C(C=CC(=C1Cl)F)Cl)OC2=C(N=CC(=C2)C3=CN(N=C3)C4CCNCC4)N. Drug 1: C1=CC(=CC=C1CC(C(=O)O)N)N(CCCl)CCCl.Cl. Synergy scores: CSS=8.54, Synergy_ZIP=-0.629, Synergy_Bliss=4.80, Synergy_Loewe=3.15, Synergy_HSA=2.45. Cell line: NCI/ADR-RES. (3) Drug 1: C1CC(=O)NC(=O)C1N2CC3=C(C2=O)C=CC=C3N. Drug 2: C#CCC(CC1=CN=C2C(=N1)C(=NC(=N2)N)N)C3=CC=C(C=C3)C(=O)NC(CCC(=O)O)C(=O)O. Cell line: SNB-19. Synergy scores: CSS=6.63, Synergy_ZIP=-1.74, Synergy_Bliss=0.317, Synergy_Loewe=1.42, Synergy_HSA=0.224. (4) Drug 1: C(=O)(N)NO. Drug 2: C1=NC2=C(N=C(N=C2N1C3C(C(C(O3)CO)O)F)Cl)N. Cell line: M14. Synergy scores: CSS=13.5, Synergy_ZIP=1.07, Synergy_Bliss=6.19, Synergy_Loewe=-5.96, Synergy_HSA=3.52. (5) Drug 2: CN(CCCl)CCCl.Cl. Drug 1: CC1C(C(CC(O1)OC2CC(OC(C2O)C)OC3=CC4=CC5=C(C(=O)C(C(C5)C(C(=O)C(C(C)O)O)OC)OC6CC(C(C(O6)C)O)OC7CC(C(C(O7)C)O)OC8CC(C(C(O8)C)O)(C)O)C(=C4C(=C3C)O)O)O)O. Synergy scores: CSS=55.2, Synergy_ZIP=2.63, Synergy_Bliss=4.75, Synergy_Loewe=-6.63, Synergy_HSA=-0.640. Cell line: RXF 393. (6) Drug 1: CC1C(C(=O)NC(C(=O)N2CCCC2C(=O)N(CC(=O)N(C(C(=O)O1)C(C)C)C)C)C(C)C)NC(=O)C3=C4C(=C(C=C3)C)OC5=C(C(=O)C(=C(C5=N4)C(=O)NC6C(OC(=O)C(N(C(=O)CN(C(=O)C7CCCN7C(=O)C(NC6=O)C(C)C)C)C)C(C)C)C)N)C. Drug 2: C1C(C(OC1N2C=NC(=NC2=O)N)CO)O. Cell line: RXF 393. Synergy scores: CSS=20.6, Synergy_ZIP=1.46, Synergy_Bliss=2.32, Synergy_Loewe=-0.236, Synergy_HSA=3.91.